From a dataset of Reaction yield outcomes from USPTO patents with 853,638 reactions. Predict the reaction yield, written as a fraction of the theoretical maximum amount of product (1.0 means a 100% yield; for example, 0.34 means a 34% yield). The reactants are [O:1]=[C:2]([CH2:9][CH2:10][CH3:11])[CH2:3][C:4]([O:6][CH2:7][CH3:8])=[O:5].[CH2:12](O)[CH2:13][CH2:14][OH:15].C(OC)(OC)OC.C(N(CC)CC)C. The catalyst is O.C1(C)C=CC(S(O)(=O)=O)=CC=1. The product is [CH2:7]([O:6][C:4](=[O:5])[CH2:3][C:2]1([CH2:9][CH2:10][CH3:11])[O:15][CH2:14][CH2:13][CH2:12][O:1]1)[CH3:8]. The yield is 0.805.